Dataset: Forward reaction prediction with 1.9M reactions from USPTO patents (1976-2016). Task: Predict the product of the given reaction. (1) Given the reactants [H-].[Na+].[Cl:3][C:4]1[CH:9]=[CH:8][C:7](/[CH:10]=[CH:11]/[CH2:12][N:13]([CH3:18])[CH2:14][CH2:15][C:16]#[N:17])=[CH:6][CH:5]=1.CC(O)=O.O, predict the reaction product. The product is: [Cl:3][C:4]1[CH:5]=[CH:6][C:7]([CH2:10][C@H:11]2[CH2:12][N:13]([CH3:18])[CH2:14][C@@H:15]2[C:16]#[N:17])=[CH:8][CH:9]=1. (2) Given the reactants Cl.C(N=C=NCCCN(C)C)C.Cl.Cl.[F:15][C:16]1[CH:17]=[C:18]([O:22][CH:23]2[CH2:28][CH2:27][N:26]([C:29](=[O:35])[C@@H:30]([NH2:34])[CH:31]([CH3:33])[CH3:32])[CH2:25][CH2:24]2)[CH:19]=[N:20][CH:21]=1.[OH:36][C:37]1[C:38]([C:47](O)=[O:48])=[N:39][C:40]2[C:45]([N:46]=1)=[CH:44][CH:43]=[CH:42][CH:41]=2.O.ON1C2C=CC=CC=2N=N1.CN1CCOCC1, predict the reaction product. The product is: [F:15][C:16]1[CH:17]=[C:18]([O:22][CH:23]2[CH2:24][CH2:25][N:26]([C:29]([C@@H:30]([NH:34][C:47]([C:38]3[C:37]([OH:36])=[N:46][C:45]4[C:40](=[CH:41][CH:42]=[CH:43][CH:44]=4)[N:39]=3)=[O:48])[CH:31]([CH3:33])[CH3:32])=[O:35])[CH2:27][CH2:28]2)[CH:19]=[N:20][CH:21]=1. (3) Given the reactants Br[C:2]1[S:6][C:5]([C:7]2[CH:8]=[CH:9][C:10]([O:15][CH:16]([CH3:18])[CH3:17])=[C:11]([CH:14]=2)[C:12]#[N:13])=[N:4][N:3]=1.CC1(C)C(C)(C)OB([C:27]2[CH:28]=[C:29]3[C:34](=[CH:35][CH:36]=2)[CH2:33][N:32]([C:37]([O:39][C:40]([CH3:43])([CH3:42])[CH3:41])=[O:38])[CH2:31][CH2:30]3)O1.C(=O)([O-])O.[Na+], predict the reaction product. The product is: [C:12]([C:11]1[CH:14]=[C:7]([C:5]2[S:6][C:2]([C:27]3[CH:28]=[C:29]4[C:34](=[CH:35][CH:36]=3)[CH2:33][N:32]([C:37]([O:39][C:40]([CH3:43])([CH3:42])[CH3:41])=[O:38])[CH2:31][CH2:30]4)=[N:3][N:4]=2)[CH:8]=[CH:9][C:10]=1[O:15][CH:16]([CH3:18])[CH3:17])#[N:13]. (4) Given the reactants [CH3:1][OH:2].CC(C)=CC[O:7][C:8]1[C:13]2[O:14][CH:15]=[CH:16][C:12]=2[CH:11]=[C:10]2[CH:17]=[CH:18][C:19]([O:21][C:9]=12)=[O:20].C(N(CC)C1C=CC=CC=1)C, predict the reaction product. The product is: [CH3:1][O:2][C:11]1[C:10]2[CH:17]=[CH:18][C:19]([O:21][C:9]=2[C:8]([OH:7])=[C:13]2[C:12]=1[CH:16]=[CH:15][O:14]2)=[O:20].